From a dataset of Full USPTO retrosynthesis dataset with 1.9M reactions from patents (1976-2016). Predict the reactants needed to synthesize the given product. Given the product [Br:1][C:2]1[C:3]([N:21]2[CH:22]3[CH2:28][N:27]([C:29]([O:31][C:32]([CH3:35])([CH3:34])[CH3:33])=[O:30])[CH2:26][CH:23]3[CH2:24][CH2:25]2)=[C:4]2[C:10]([NH:11][C:12](=[O:19])[C:13]3[CH:18]=[CH:17][CH:16]=[N:15][CH:14]=3)=[CH:9][NH:8][C:5]2=[N:6][CH:7]=1, predict the reactants needed to synthesize it. The reactants are: [Br:1][C:2]1[C:3](F)=[C:4]2[C:10]([NH:11][C:12](=[O:19])[C:13]3[CH:18]=[CH:17][CH:16]=[N:15][CH:14]=3)=[CH:9][NH:8][C:5]2=[N:6][CH:7]=1.[NH:21]1[CH2:25][CH2:24][CH:23]2[CH2:26][N:27]([C:29]([O:31][C:32]([CH3:35])([CH3:34])[CH3:33])=[O:30])[CH2:28][CH:22]12.